Task: Predict the reactants needed to synthesize the given product.. Dataset: Full USPTO retrosynthesis dataset with 1.9M reactions from patents (1976-2016) (1) Given the product [CH:43]1([C:34]2[CH:35]=[N:36][C:37]3[C:42]([C:33]=2[CH2:32][N:17]2[C:18](=[O:19])[C@@H:12]([NH:11][C:10](=[O:24])[C@@H:8]([N:7]([CH3:25])[C:6](=[O:26])[O:5][C:1]([CH3:4])([CH3:2])[CH3:3])[CH3:9])[CH2:13][CH2:14][C:15]4[CH:23]=[CH:22][CH:21]=[CH:20][C:16]2=4)=[CH:41][CH:40]=[CH:39][CH:38]=3)[CH2:45][CH2:44]1, predict the reactants needed to synthesize it. The reactants are: [C:1]([O:5][C:6](=[O:26])[N:7]([CH3:25])[C@H:8]([C:10](=[O:24])[NH:11][C@@H:12]1[C:18](=[O:19])[NH:17][C:16]2[CH:20]=[CH:21][CH:22]=[CH:23][C:15]=2[CH2:14][CH2:13]1)[CH3:9])([CH3:4])([CH3:3])[CH3:2].CS(O[CH2:32][C:33]1[C:42]2[C:37](=[CH:38][CH:39]=[CH:40][CH:41]=2)[N:36]=[CH:35][C:34]=1[CH:43]1[CH2:45][CH2:44]1)(=O)=O.C([O-])([O-])=O.[Cs+].[Cs+]. (2) The reactants are: [Cl:1][C:2]1[C:7]2[N:8]=[C:9]([CH:14]3[CH2:19][CH2:18][CH2:17][CH2:16][CH2:15]3)[NH:10][S:11](=[O:13])(=[O:12])[C:6]=2[C:5](I)=[CH:4][CH:3]=1.[CH3:21][O:22][C:23]1[CH:28]=[CH:27][CH:26]=[CH:25][C:24]=1B(O)O.C([O-])([O-])=O.[Na+].[Na+]. Given the product [Cl:1][C:2]1[C:7]2[N:8]=[C:9]([CH:14]3[CH2:19][CH2:18][CH2:17][CH2:16][CH2:15]3)[NH:10][S:11](=[O:13])(=[O:12])[C:6]=2[C:5]([C:24]2[CH:25]=[CH:26][CH:27]=[CH:28][C:23]=2[O:22][CH3:21])=[CH:4][CH:3]=1, predict the reactants needed to synthesize it. (3) Given the product [F:1][C:2]1[CH:10]=[C:9]2[C:5]([C:6]([C:12]3[N:17]=[C:16]4[C:18]([C:21]([NH:24][C:25]([CH3:36])([CH3:35])[CH2:26][NH:27][C:28](=[O:34])[O:29][C:30]([CH3:32])([CH3:31])[CH3:33])=[O:23])=[CH:19][NH:20][C:15]4=[N:14][CH:13]=3)=[N:7][N:8]2[CH3:11])=[CH:4][CH:3]=1, predict the reactants needed to synthesize it. The reactants are: [F:1][C:2]1[CH:10]=[C:9]2[C:5]([C:6]([C:12]3[N:17]=[C:16]4[C:18]([C:21]([OH:23])=O)=[CH:19][NH:20][C:15]4=[N:14][CH:13]=3)=[N:7][N:8]2[CH3:11])=[CH:4][CH:3]=1.[NH2:24][C:25]([CH3:36])([CH3:35])[CH2:26][NH:27][C:28](=[O:34])[O:29][C:30]([CH3:33])([CH3:32])[CH3:31].CN(C(ON1N=NC2C=CC=NC1=2)=[N+](C)C)C.F[P-](F)(F)(F)(F)F.CCN(C(C)C)C(C)C. (4) Given the product [CH:18]1([C:16]([NH:15][C:13]2[N:14]=[C:9]3[CH:8]=[CH:7][C:6]([O:5][C:4]4[CH:3]=[C:2]([NH:1][C:30](=[O:31])[C:29]5[CH:33]=[CH:34][C:26]([C:25]([F:24])([F:35])[F:36])=[CH:27][CH:28]=5)[CH:23]=[CH:22][CH:21]=4)=[N:11][N:10]3[CH:12]=2)=[O:17])[CH2:20][CH2:19]1, predict the reactants needed to synthesize it. The reactants are: [NH2:1][C:2]1[CH:3]=[C:4]([CH:21]=[CH:22][CH:23]=1)[O:5][C:6]1[CH:7]=[CH:8][C:9]2[N:10]([CH:12]=[C:13]([NH:15][C:16]([CH:18]3[CH2:20][CH2:19]3)=[O:17])[N:14]=2)[N:11]=1.[F:24][C:25]([F:36])([F:35])[C:26]1[CH:34]=[CH:33][C:29]([C:30](O)=[O:31])=[CH:28][CH:27]=1.Cl.CN(C)CCCN=C=NCC.ON1C2C=CC=CC=2N=N1. (5) Given the product [Cl:25][C:26]1[CH:31]=[CH:30][C:29]([NH:32][C:33]([N:16]2[CH2:17][CH2:18][N:13]([C:4](=[N:3][C:1]#[N:2])[NH:5][C:6]3[CH:11]=[CH:10][CH:9]=[CH:8][C:7]=3[CH3:12])[CH2:14][CH:15]2[CH2:19][O:20][CH2:21][CH2:22][O:23][CH3:24])=[O:34])=[CH:28][CH:27]=1, predict the reactants needed to synthesize it. The reactants are: [C:1]([N:3]=[C:4]([N:13]1[CH2:18][CH2:17][NH:16][CH:15]([CH2:19][O:20][CH2:21][CH2:22][O:23][CH3:24])[CH2:14]1)[NH:5][C:6]1[CH:11]=[CH:10][CH:9]=[CH:8][C:7]=1[CH3:12])#[N:2].[Cl:25][C:26]1[CH:31]=[CH:30][C:29]([N:32]=[C:33]=[O:34])=[CH:28][CH:27]=1. (6) Given the product [CH3:15][O:16][C:17]1[CH:22]=[CH:21][C:20]([NH:23][C:2]2[CH:3]=[C:4]([CH3:14])[N:5]=[C:6]([C:8]3[CH:13]=[CH:12][CH:11]=[CH:10][N:9]=3)[N:7]=2)=[CH:19][CH:18]=1, predict the reactants needed to synthesize it. The reactants are: Cl[C:2]1[N:7]=[C:6]([C:8]2[CH:13]=[CH:12][CH:11]=[CH:10][N:9]=2)[N:5]=[C:4]([CH3:14])[CH:3]=1.[CH3:15][O:16][C:17]1[CH:22]=[CH:21][C:20]([NH2:23])=[CH:19][CH:18]=1.Cl.[OH-].[Na+]. (7) Given the product [C:1]([O:5][C:6]([N:8]1[CH2:9][CH2:10][CH:11]([C:14](=[O:16])[NH:39][C:26]2[CH:27]=[C:28]([O:30][C:31]3[CH:36]=[CH:35][C:34]([C:37]#[N:38])=[CH:33][CH:32]=3)[CH:29]=[C:24]([O:23][C:22]3[CH:40]=[CH:41][C:19]([C:17]#[N:18])=[CH:20][CH:21]=3)[CH:25]=2)[CH2:12][CH2:13]1)=[O:7])([CH3:2])([CH3:3])[CH3:4], predict the reactants needed to synthesize it. The reactants are: [C:1]([O:5][C:6]([N:8]1[CH2:13][CH2:12][CH:11]([C:14]([OH:16])=O)[CH2:10][CH2:9]1)=[O:7])([CH3:4])([CH3:3])[CH3:2].[C:17]([C:19]1[CH:41]=[CH:40][C:22]([O:23][C:24]2[CH:25]=[C:26]([NH2:39])[CH:27]=[C:28]([O:30][C:31]3[CH:36]=[CH:35][C:34]([C:37]#[N:38])=[CH:33][CH:32]=3)[CH:29]=2)=[CH:21][CH:20]=1)#[N:18]. (8) The reactants are: [Cl:1][C:2]1[N:3]=[C:4]([NH:11][C:12]2[CH:17]=[CH:16][C:15]([CH2:18][C:19]([O:21][C:22]([CH3:25])([CH3:24])[CH3:23])=[O:20])=[CH:14][CH:13]=2)[C:5]2[CH2:10][CH2:9][CH2:8][C:6]=2[N:7]=1.[C:26]([O:30][C:31](O[C:31]([O:30][C:26]([CH3:29])([CH3:28])[CH3:27])=[O:32])=[O:32])([CH3:29])([CH3:28])[CH3:27]. Given the product [C:26]([O:30][C:31]([N:11]([C:4]1[C:5]2[CH2:10][CH2:9][CH2:8][C:6]=2[N:7]=[C:2]([Cl:1])[N:3]=1)[C:12]1[CH:17]=[CH:16][C:15]([CH2:18][C:19]([O:21][C:22]([CH3:25])([CH3:24])[CH3:23])=[O:20])=[CH:14][CH:13]=1)=[O:32])([CH3:29])([CH3:28])[CH3:27], predict the reactants needed to synthesize it. (9) The reactants are: F[C@@H:2]1[CH2:6][N:5]([C:7](OC(C)(C)C)=O)[C@H:4]([C:14](=[O:24])[NH:15][C@@H:16]2[C@@H:23]3[C@@H:19]([CH2:20][NH:21][CH2:22]3)[CH2:18][CH2:17]2)[CH2:3]1.Br[C:26]1[N:31]=[C:30]([C:32]([F:35])([F:34])[F:33])[CH:29]=[CH:28][N:27]=1.Br[C:37]1C=C(C(F)(F)F)C=CN=1. Given the product [CH3:7][NH:5][C@H:4]([C:14]([NH:15][C@@H:16]1[C@@H:23]2[C@@H:19]([CH2:20][N:21]([C:26]3[N:31]=[C:30]([C:32]([F:35])([F:34])[F:33])[CH:29]=[CH:28][N:27]=3)[CH2:22]2)[CH2:18][CH2:17]1)=[O:24])[CH2:3][CH:2]([CH3:6])[CH3:37], predict the reactants needed to synthesize it.